This data is from Peptide-MHC class II binding affinity with 134,281 pairs from IEDB. The task is: Regression. Given a peptide amino acid sequence and an MHC pseudo amino acid sequence, predict their binding affinity value. This is MHC class II binding data. The peptide sequence is FERLAITKGKVDPTD. The MHC is HLA-DQA10301-DQB10302 with pseudo-sequence HLA-DQA10301-DQB10302. The binding affinity (normalized) is 0.0902.